This data is from Catalyst prediction with 721,799 reactions and 888 catalyst types from USPTO. The task is: Predict which catalyst facilitates the given reaction. Reactant: [Cl:1][C:2]([F:13])([F:12])[C:3]1[N:8]=[CH:7][C:6]([CH:9](O)[CH3:10])=[CH:5][CH:4]=1.S(Cl)([Cl:16])=O. Product: [Cl:1][C:2]([F:13])([F:12])[C:3]1[CH:4]=[CH:5][C:6]([CH:9]([Cl:16])[CH3:10])=[CH:7][N:8]=1. The catalyst class is: 2.